This data is from Forward reaction prediction with 1.9M reactions from USPTO patents (1976-2016). The task is: Predict the product of the given reaction. (1) Given the reactants [CH3:1][O:2][C:3]1[CH:12]=[CH:11][C:10]2[C:5](=[CH:6][CH:7]=[CH:8][CH:9]=2)[CH:4]=1.[C:13](Cl)(=[O:17])/[CH:14]=[CH:15]/[CH3:16].[Cl-].[Al+3].[Cl-].[Cl-], predict the reaction product. The product is: [CH3:1][O:2][C:3]1[CH:12]=[CH:11][C:10]2[C:5](=[CH:6][CH:7]=[C:8]([C:13](=[O:17])/[CH:14]=[CH:15]/[CH3:16])[CH:9]=2)[CH:4]=1. (2) Given the reactants [F:1][C:2]([F:7])([F:6])[C:3]([OH:5])=[O:4].COC(=O)CC1CC2C(=CC(OCCCCNC(N)=N)=CC=2)NC1=O.C[O:34][C:35](=[O:57])[CH2:36][C:37]1[C:38](=[O:56])[N:39]([CH2:54][CH3:55])[C:40]2[C:45]([CH:46]=1)=[CH:44][CH:43]=[C:42]([O:47][CH2:48][CH2:49][NH:50][C:51]([NH2:53])=[NH:52])[CH:41]=2, predict the reaction product. The product is: [F:1][C:2]([F:7])([F:6])[C:3]([OH:5])=[O:4].[CH2:54]([N:39]1[C:40]2[C:45](=[CH:44][CH:43]=[C:42]([O:47][CH2:48][CH2:49][NH:50][C:51]([NH2:53])=[NH:52])[CH:41]=2)[CH:46]=[C:37]([CH2:36][C:35]([OH:57])=[O:34])[C:38]1=[O:56])[CH3:55]. (3) Given the reactants C([O:4][CH2:5][C:6]1[C:32]([F:33])=[C:31]([NH2:34])[C:9]2[C:10](=[O:30])[CH:11]=[C:12]([C:14]3[CH:19]=[CH:18][C:17]([NH:20][C:21](=[O:28])[CH2:22][CH2:23][CH2:24][N:25]([CH3:27])[CH3:26])=[C:16]([F:29])[CH:15]=3)[O:13][C:8]=2[C:7]=1[F:35])(=O)C.[OH-].[Na+].O, predict the reaction product. The product is: [NH2:34][C:31]1[C:9]2[C:10](=[O:30])[CH:11]=[C:12]([C:14]3[CH:19]=[CH:18][C:17]([NH:20][C:21](=[O:28])[CH2:22][CH2:23][CH2:24][N:25]([CH3:26])[CH3:27])=[C:16]([F:29])[CH:15]=3)[O:13][C:8]=2[C:7]([F:35])=[C:6]([CH2:5][OH:4])[C:32]=1[F:33]. (4) Given the reactants [CH3:1][O:2][C:3]1[CH:4]=[C:5]([CH:9]=[CH:10][N:11]=1)[C:6]([OH:8])=O.[C:12]([O:16][C:17]([N:19]1[CH2:24][CH2:23][C:22]([NH2:27])([C:25]#[N:26])[CH2:21][CH2:20]1)=[O:18])([CH3:15])([CH3:14])[CH3:13].C([O-])(O)=O.[Na+], predict the reaction product. The product is: [C:12]([O:16][C:17]([N:19]1[CH2:20][CH2:21][C:22]([C:25]#[N:26])([NH:27][C:6]([C:5]2[CH:9]=[CH:10][N:11]=[C:3]([O:2][CH3:1])[CH:4]=2)=[O:8])[CH2:23][CH2:24]1)=[O:18])([CH3:15])([CH3:13])[CH3:14]. (5) The product is: [CH2:17]([O:19][C:20]1[CH:21]=[CH:22][C:23]([F:38])=[C:24]([C:26]2[CH:31]=[C:30]([O:32][CH3:33])[N:29]=[C:28]([CH:34]=[O:35])[CH:27]=2)[CH:25]=1)[CH3:18]. Given the reactants CC(C[AlH]CC(C)C)C.C1(C)C=CC=CC=1.[CH2:17]([O:19][C:20]1[CH:21]=[CH:22][C:23]([F:38])=[C:24]([C:26]2[CH:31]=[C:30]([O:32][CH3:33])[N:29]=[C:28]([C:34](OC)=[O:35])[CH:27]=2)[CH:25]=1)[CH3:18].CCO, predict the reaction product.